Dataset: Full USPTO retrosynthesis dataset with 1.9M reactions from patents (1976-2016). Task: Predict the reactants needed to synthesize the given product. (1) Given the product [F:25][C:21]1[CH:20]=[C:19]2[C:24]([C:16]([C:13]3[CH:14]=[CH:15][C:10]4[S:9](=[O:27])(=[O:26])[NH:8][CH:7]([CH2:6][CH2:5][OH:4])[C:11]=4[CH:12]=3)=[CH:17][NH:18]2)=[CH:23][CH:22]=1, predict the reactants needed to synthesize it. The reactants are: C([O:4][CH2:5][CH2:6][CH:7]1[C:11]2[CH:12]=[C:13]([C:16]3[C:24]4[C:19](=[CH:20][C:21]([F:25])=[CH:22][CH:23]=4)[NH:18][CH:17]=3)[CH:14]=[CH:15][C:10]=2[S:9](=[O:27])(=[O:26])[NH:8]1)(=O)C.O[Li].O. (2) Given the product [CH:20]1([C:26]2[CH:34]=[CH:33][CH:32]=[CH:31][C:27]=2[C:28]([N:3]2[CH2:4][C@H:5]3[C@H:1]([CH2:6]3)[C@H:2]2[CH2:7][NH:8][C:9]([C:11]2[N:18]3[C:14]([S:15][CH:16]=[CH:17]3)=[N:13][C:12]=2[CH3:19])=[O:10])=[O:29])[CH2:21][CH2:22][CH2:23][CH2:24][CH2:25]1, predict the reactants needed to synthesize it. The reactants are: [C@H:1]12[CH2:6][C@H:5]1[CH2:4][NH:3][C@@H:2]2[CH2:7][NH:8][C:9]([C:11]1[N:18]2[C:14]([S:15][CH:16]=[CH:17]2)=[N:13][C:12]=1[CH3:19])=[O:10].[CH:20]1([C:26]2[CH:34]=[CH:33][CH:32]=[CH:31][C:27]=2[C:28](O)=[O:29])[CH2:25][CH2:24][CH2:23][CH2:22][CH2:21]1.